This data is from NCI-60 drug combinations with 297,098 pairs across 59 cell lines. The task is: Regression. Given two drug SMILES strings and cell line genomic features, predict the synergy score measuring deviation from expected non-interaction effect. (1) Drug 1: CC1=CC2C(CCC3(C2CCC3(C(=O)C)OC(=O)C)C)C4(C1=CC(=O)CC4)C. Drug 2: CN(CC1=CN=C2C(=N1)C(=NC(=N2)N)N)C3=CC=C(C=C3)C(=O)NC(CCC(=O)O)C(=O)O. Cell line: SK-MEL-28. Synergy scores: CSS=-3.96, Synergy_ZIP=2.33, Synergy_Bliss=1.35, Synergy_Loewe=-8.80, Synergy_HSA=-3.80. (2) Drug 1: CC1=CC=C(C=C1)C2=CC(=NN2C3=CC=C(C=C3)S(=O)(=O)N)C(F)(F)F. Drug 2: C1C(C(OC1N2C=NC(=NC2=O)N)CO)O. Cell line: A498. Synergy scores: CSS=9.98, Synergy_ZIP=6.07, Synergy_Bliss=0.955, Synergy_Loewe=7.73, Synergy_HSA=4.04. (3) Drug 1: CCCCCOC(=O)NC1=NC(=O)N(C=C1F)C2C(C(C(O2)C)O)O. Drug 2: C1=CC=C(C(=C1)C(C2=CC=C(C=C2)Cl)C(Cl)Cl)Cl. Cell line: SK-MEL-5. Synergy scores: CSS=2.91, Synergy_ZIP=8.00, Synergy_Bliss=7.87, Synergy_Loewe=8.80, Synergy_HSA=9.26. (4) Drug 1: CC12CCC3C(C1CCC2=O)CC(=C)C4=CC(=O)C=CC34C. Drug 2: CC1CCCC2(C(O2)CC(NC(=O)CC(C(C(=O)C(C1O)C)(C)C)O)C(=CC3=CSC(=N3)C)C)C. Cell line: SF-268. Synergy scores: CSS=56.2, Synergy_ZIP=2.04, Synergy_Bliss=-0.864, Synergy_Loewe=-1.53, Synergy_HSA=-1.89. (5) Drug 1: CCC1=CC2CC(C3=C(CN(C2)C1)C4=CC=CC=C4N3)(C5=C(C=C6C(=C5)C78CCN9C7C(C=CC9)(C(C(C8N6C)(C(=O)OC)O)OC(=O)C)CC)OC)C(=O)OC. Drug 2: CNC(=O)C1=NC=CC(=C1)OC2=CC=C(C=C2)NC(=O)NC3=CC(=C(C=C3)Cl)C(F)(F)F. Cell line: HT29. Synergy scores: CSS=73.9, Synergy_ZIP=0.200, Synergy_Bliss=0.210, Synergy_Loewe=-3.35, Synergy_HSA=2.42. (6) Drug 1: CC(C1=C(C=CC(=C1Cl)F)Cl)OC2=C(N=CC(=C2)C3=CN(N=C3)C4CCNCC4)N. Drug 2: CC1=C(C(CCC1)(C)C)C=CC(=CC=CC(=CC(=O)O)C)C. Cell line: HS 578T. Synergy scores: CSS=10.7, Synergy_ZIP=1.42, Synergy_Bliss=3.98, Synergy_Loewe=-3.11, Synergy_HSA=-1.02. (7) Drug 1: CS(=O)(=O)OCCCCOS(=O)(=O)C. Drug 2: CC(C)CN1C=NC2=C1C3=CC=CC=C3N=C2N. Cell line: SNB-75. Synergy scores: CSS=1.32, Synergy_ZIP=-1.50, Synergy_Bliss=0.0468, Synergy_Loewe=1.06, Synergy_HSA=1.07.